Dataset: Full USPTO retrosynthesis dataset with 1.9M reactions from patents (1976-2016). Task: Predict the reactants needed to synthesize the given product. Given the product [CH3:20][Si:19]([CH3:22])([CH3:21])[O:1][CH:2]1[CH2:3][CH2:4][CH:5]([C:8]([O:10][CH2:11][CH3:12])=[O:9])[CH2:6][CH2:7]1, predict the reactants needed to synthesize it. The reactants are: [OH:1][CH:2]1[CH2:7][CH2:6][CH:5]([C:8]([O:10][CH2:11][CH3:12])=[O:9])[CH2:4][CH2:3]1.N1C=CN=C1.Cl[Si:19]([CH3:22])([CH3:21])[CH3:20].